From a dataset of Peptide-MHC class I binding affinity with 185,985 pairs from IEDB/IMGT. Regression. Given a peptide amino acid sequence and an MHC pseudo amino acid sequence, predict their binding affinity value. This is MHC class I binding data. (1) The peptide sequence is KTHSFTLGF. The MHC is HLA-B39:01 with pseudo-sequence HLA-B39:01. The binding affinity (normalized) is 0.0847. (2) The peptide sequence is ASFKAGKLR. The MHC is HLA-A26:01 with pseudo-sequence HLA-A26:01. The binding affinity (normalized) is 0.0847. (3) The binding affinity (normalized) is 0. The MHC is HLA-B44:03 with pseudo-sequence HLA-B44:03. The peptide sequence is LPPVVAKEI. (4) The MHC is SLA-10401 with pseudo-sequence SLA-10401. The peptide sequence is ITTFFTFAY. The binding affinity (normalized) is 0.256.